From a dataset of NCI-60 drug combinations with 297,098 pairs across 59 cell lines. Regression. Given two drug SMILES strings and cell line genomic features, predict the synergy score measuring deviation from expected non-interaction effect. Drug 1: C1CC(C1)(C(=O)O)C(=O)O.[NH2-].[NH2-].[Pt+2]. Drug 2: CC1=C(C(=CC=C1)Cl)NC(=O)C2=CN=C(S2)NC3=CC(=NC(=N3)C)N4CCN(CC4)CCO. Cell line: KM12. Synergy scores: CSS=2.21, Synergy_ZIP=1.56, Synergy_Bliss=2.10, Synergy_Loewe=-3.36, Synergy_HSA=-3.54.